This data is from Full USPTO retrosynthesis dataset with 1.9M reactions from patents (1976-2016). The task is: Predict the reactants needed to synthesize the given product. (1) Given the product [O:20]1[C:21]2[CH:27]=[CH:26][CH:25]=[CH:24][C:22]=2[N:23]=[C:19]1[NH:2][C@@:3]([CH3:17])([CH2:4][C:5]1[C:13]2[C:8](=[CH:9][CH:10]=[CH:11][CH:12]=2)[NH:7][CH:6]=1)[C:14]([OH:16])=[O:15], predict the reactants needed to synthesize it. The reactants are: S[NH:2][C@:3]([CH3:17])([C:14]([OH:16])=[O:15])[CH2:4][C:5]1[C:13]2[C:8](=[CH:9][CH:10]=[CH:11][CH:12]=2)[NH:7][CH:6]=1.Cl[C:19]1[O:20][C:21]2[CH:27]=[CH:26][CH:25]=[CH:24][C:22]=2[N:23]=1.C(=O)([O-])[O-].[K+].[K+].C(N(CC)CC)C. (2) Given the product [CH3:28][O:27][C:24]1[CH:23]=[CH:22][C:21]([NH:20][C:18](=[O:19])[C:17]2[CH:29]=[CH:30][CH:31]=[CH:32][C:16]=2[NH:15][C:6](=[O:8])[CH2:5][CH2:4][CH2:3][C:2](=[O:1])[N:9]2[CH2:14][CH2:13][O:12][CH2:11][CH2:10]2)=[CH:26][CH:25]=1, predict the reactants needed to synthesize it. The reactants are: [O:1]=[C:2]([N:9]1[CH2:14][CH2:13][O:12][CH2:11][CH2:10]1)[CH2:3][CH2:4][CH2:5][C:6]([OH:8])=O.[NH2:15][C:16]1[CH:32]=[CH:31][CH:30]=[CH:29][C:17]=1[C:18]([NH:20][C:21]1[CH:26]=[CH:25][C:24]([O:27][CH3:28])=[CH:23][CH:22]=1)=[O:19]. (3) Given the product [CH3:1][C:2]1[N:3]=[C:4]([CH2:12][CH2:13][C:14]2[CH:19]=[CH:18][CH:17]=[CH:16][CH:15]=2)[O:5][C:6]=1[C:7]([NH2:24])=[O:8], predict the reactants needed to synthesize it. The reactants are: [CH3:1][C:2]1[N:3]=[C:4]([CH2:12][CH2:13][C:14]2[CH:19]=[CH:18][CH:17]=[CH:16][CH:15]=2)[O:5][C:6]=1[C:7](OCC)=[O:8].C[O-].[Na+].[Cl-].[NH4+:24]. (4) Given the product [F:20][C:4]([F:3])([F:19])[O:5][C:6]1[CH:7]=[CH:8][C:9]([C:12]2[CH:13]=[C:14]([C:17]([OH:1])=[O:18])[S:15][CH:16]=2)=[CH:10][CH:11]=1, predict the reactants needed to synthesize it. The reactants are: [OH-:1].[Na+].[F:3][C:4]([F:20])([F:19])[O:5][C:6]1[CH:11]=[CH:10][C:9]([C:12]2[CH:13]=[C:14]([CH:17]=[O:18])[S:15][CH:16]=2)=[CH:8][CH:7]=1. (5) Given the product [I:20][C:15]1[CH:14]=[C:13]([C:12]2[C:7]3[N:6]=[CH:5][N:4]([CH:1]4[CH2:3][CH2:2]4)[C:8]=3[N:9]=[N:10][CH:11]=2)[CH:18]=[CH:17][C:16]=1[F:19], predict the reactants needed to synthesize it. The reactants are: [CH:1]1([N:4]2[C:8]3[N:9]=[N:10][CH:11]=[C:12]([C:13]4[CH:18]=[CH:17][C:16]([F:19])=[CH:15][CH:14]=4)[C:7]=3[N:6]=[CH:5]2)[CH2:3][CH2:2]1.[I:20]N1C(C)(C)C(=O)N(I)C1=O.